Dataset: Forward reaction prediction with 1.9M reactions from USPTO patents (1976-2016). Task: Predict the product of the given reaction. (1) Given the reactants [NH:1]1[C:9]2[C:4](=[CH:5][CH:6]=[CH:7][CH:8]=2)[C:3]([CH2:10][CH2:11][C:12]([OH:14])=O)=[CH:2]1.C(N1C=CN=C1)(N1C=CN=C1)=O.[Cl:27][C:28]1[CH:29]=[C:30]2[C:39](=[CH:40][CH:41]=1)[C:38]([NH:42][CH2:43][CH2:44][CH2:45][CH2:46][CH2:47][CH2:48][CH2:49][CH2:50][CH2:51][NH2:52])=[C:37]1[C:32]([CH2:33][CH2:34][CH2:35][CH2:36]1)=[N:31]2, predict the reaction product. The product is: [Cl:27][C:28]1[CH:29]=[C:30]2[C:39](=[CH:40][CH:41]=1)[C:38]([NH:42][CH2:43][CH2:44][CH2:45][CH2:46][CH2:47][CH2:48][CH2:49][CH2:50][CH2:51][NH:52][C:12](=[O:14])[CH2:11][CH2:10][C:3]1[C:4]3[C:9](=[CH:8][CH:7]=[CH:6][CH:5]=3)[NH:1][CH:2]=1)=[C:37]1[C:32]([CH2:33][CH2:34][CH2:35][CH2:36]1)=[N:31]2. (2) Given the reactants [Cl:1][C:2]1[CH:8]=[CH:7][CH:6]=[CH:5][C:3]=1[NH2:4].F[C:10]1[CH:17]=[CH:16][C:13]([C:14]#[N:15])=[CH:12][CH:11]=1, predict the reaction product. The product is: [NH2:15][CH2:14][C:13]1[CH:16]=[CH:17][C:10]([NH:4][C:3]2[CH:5]=[CH:6][CH:7]=[CH:8][C:2]=2[Cl:1])=[CH:11][CH:12]=1. (3) The product is: [C:10]([O:14][C:15](=[O:36])[CH2:16][N:17]1[C:18]2[CH:23]=[CH:22][C:21]([NH:24][S:25]([C:28]3[CH:29]=[CH:30][C:31]([F:34])=[CH:32][CH:33]=3)(=[O:27])=[O:26])=[CH:20][C:19]=2[N:35]=[C:1]1[CH2:2][CH2:3][CH3:4])([CH3:13])([CH3:11])[CH3:12]. Given the reactants [CH:1](=O)[CH2:2][CH2:3][CH3:4].C(O)(=O)C.[C:10]([O:14][C:15](=[O:36])[CH2:16][NH:17][C:18]1[CH:23]=[CH:22][C:21]([NH:24][S:25]([C:28]2[CH:33]=[CH:32][C:31]([F:34])=[CH:30][CH:29]=2)(=[O:27])=[O:26])=[CH:20][C:19]=1[NH2:35])([CH3:13])([CH3:12])[CH3:11], predict the reaction product.